From a dataset of Catalyst prediction with 721,799 reactions and 888 catalyst types from USPTO. Predict which catalyst facilitates the given reaction. Reactant: [CH2:1]([O:8][C:9]([N:11]1[CH2:15][CH2:14][CH2:13][C@H:12]1[C:16]1[N:17]=[C:18]2[C:23](Br)=[CH:22][CH:21]=[CH:20][N:19]2[CH:25]=1)=[O:10])[C:2]1[CH:7]=[CH:6][CH:5]=[CH:4][CH:3]=1.[CH3:26][O:27][C:28]1[CH:33]=[CH:32][CH:31]=[CH:30][C:29]=1B(O)O.C(=O)([O-])[O-].[K+].[K+]. Product: [CH2:1]([O:8][C:9]([N:11]1[CH2:15][CH2:14][CH2:13][C@H:12]1[C:16]1[N:17]=[C:18]2[C:23]([C:29]3[CH:30]=[CH:31][CH:32]=[CH:33][C:28]=3[O:27][CH3:26])=[CH:22][CH:21]=[CH:20][N:19]2[CH:25]=1)=[O:10])[C:2]1[CH:7]=[CH:6][CH:5]=[CH:4][CH:3]=1. The catalyst class is: 492.